From a dataset of Full USPTO retrosynthesis dataset with 1.9M reactions from patents (1976-2016). Predict the reactants needed to synthesize the given product. (1) Given the product [N:5]1[C:6]2[NH:7][C:8]3[C:13]([C:14]=2[C:2]([C:15]#[N:16])=[CH:3][CH:4]=1)=[CH:12][CH:11]=[CH:10][CH:9]=3, predict the reactants needed to synthesize it. The reactants are: Cl[C:2]1[C:14]2[C:13]3[C:8](=[CH:9][CH:10]=[CH:11][CH:12]=3)[NH:7][C:6]=2[N:5]=[CH:4][CH:3]=1.[CH3:15][N:16](C)C=O. (2) Given the product [CH3:18][C:17]1([CH3:19])[C:13]([CH3:12])([CH3:27])[O:14][B:15]([C:20]2[CH:25]=[CH:24][C:23]([O:26][CH2:2][C:3]3[O:4][C:5]4[CH:11]=[CH:10][CH:9]=[CH:8][C:6]=4[CH:7]=3)=[CH:22][CH:21]=2)[O:16]1, predict the reactants needed to synthesize it. The reactants are: Br[CH2:2][C:3]1[O:4][C:5]2[CH:11]=[CH:10][CH:9]=[CH:8][C:6]=2[CH:7]=1.[CH3:12][C:13]1([CH3:27])[C:17]([CH3:19])([CH3:18])[O:16][B:15]([C:20]2[CH:25]=[CH:24][C:23]([OH:26])=[CH:22][CH:21]=2)[O:14]1.C(=O)([O-])[O-].[K+].[K+].